From a dataset of Merck oncology drug combination screen with 23,052 pairs across 39 cell lines. Regression. Given two drug SMILES strings and cell line genomic features, predict the synergy score measuring deviation from expected non-interaction effect. (1) Drug 1: CN(C)C(=N)N=C(N)N. Drug 2: COC1CC2CCC(C)C(O)(O2)C(=O)C(=O)N2CCCCC2C(=O)OC(C(C)CC2CCC(OP(C)(C)=O)C(OC)C2)CC(=O)C(C)C=C(C)C(O)C(OC)C(=O)C(C)CC(C)C=CC=CC=C1C. Cell line: RPMI7951. Synergy scores: synergy=7.96. (2) Drug 1: Cc1nc(Nc2ncc(C(=O)Nc3c(C)cccc3Cl)s2)cc(N2CCN(CCO)CC2)n1. Drug 2: Cn1cc(-c2cnn3c(N)c(Br)c(C4CCCNC4)nc23)cn1. Cell line: COLO320DM. Synergy scores: synergy=5.72. (3) Drug 1: CN1C(=O)C=CC2(C)C3CCC4(C)C(NC(=O)OCC(F)(F)F)CCC4C3CCC12. Drug 2: C#Cc1cccc(Nc2ncnc3cc(OCCOC)c(OCCOC)cc23)c1. Cell line: DLD1. Synergy scores: synergy=10.6. (4) Drug 1: O=P1(N(CCCl)CCCl)NCCCO1. Drug 2: C=CCn1c(=O)c2cnc(Nc3ccc(N4CCN(C)CC4)cc3)nc2n1-c1cccc(C(C)(C)O)n1. Cell line: LNCAP. Synergy scores: synergy=-41.5. (5) Cell line: ZR751. Drug 2: C#Cc1cccc(Nc2ncnc3cc(OCCOC)c(OCCOC)cc23)c1. Synergy scores: synergy=26.6. Drug 1: NC(=O)c1cccc2cn(-c3ccc(C4CCCNC4)cc3)nc12. (6) Drug 1: CC1(c2nc3c(C(N)=O)cccc3[nH]2)CCCN1. Drug 2: CCc1c2c(nc3ccc(O)cc13)-c1cc3c(c(=O)n1C2)COC(=O)C3(O)CC. Cell line: NCIH1650. Synergy scores: synergy=4.19. (7) Drug 1: CN(Cc1cnc2nc(N)nc(N)c2n1)c1ccc(C(=O)NC(CCC(=O)O)C(=O)O)cc1. Drug 2: CS(=O)(=O)CCNCc1ccc(-c2ccc3ncnc(Nc4ccc(OCc5cccc(F)c5)c(Cl)c4)c3c2)o1. Cell line: SW837. Synergy scores: synergy=2.55. (8) Drug 1: CC1CC2C3CCC4=CC(=O)C=CC4(C)C3(F)C(O)CC2(C)C1(O)C(=O)CO. Drug 2: NC(=O)c1cccc2cn(-c3ccc(C4CCCNC4)cc3)nc12. Cell line: UWB1289. Synergy scores: synergy=-0.617.